From a dataset of Forward reaction prediction with 1.9M reactions from USPTO patents (1976-2016). Predict the product of the given reaction. (1) Given the reactants [CH3:1][O:2][C:3]1[C:11]2[N:10]=[C:9]([C:12]3[S:13][CH:14]=[CH:15][CH:16]=3)[NH:8][C:7]=2[C:6]([C:17]([OH:19])=O)=[CH:5][CH:4]=1.[NH2:20][CH2:21][CH:22]1[CH2:27][CH2:26][CH2:25][N:24]([C:28]([O:30][C:31]([CH3:34])([CH3:33])[CH3:32])=[O:29])[CH2:23]1, predict the reaction product. The product is: [CH3:1][O:2][C:3]1[C:11]2[NH:10][C:9]([C:12]3[S:13][CH:14]=[CH:15][CH:16]=3)=[N:8][C:7]=2[C:6]([C:17]([NH:20][CH2:21][CH:22]2[CH2:27][CH2:26][CH2:25][N:24]([C:28]([O:30][C:31]([CH3:34])([CH3:33])[CH3:32])=[O:29])[CH2:23]2)=[O:19])=[CH:5][CH:4]=1. (2) Given the reactants [C:1]([NH:14][C@H:15]([CH2:34][NH:35][C:36](=[O:48])[CH2:37][CH2:38][CH2:39][CH2:40][CH2:41][CH2:42][CH2:43][CH2:44][CH2:45][CH2:46][CH3:47])[CH2:16][S:17][CH2:18][C@@H:19]([C:31]([OH:33])=O)[NH:20][C:21](=[O:30])[O:22][CH2:23][C:24]1[CH:29]=[CH:28][CH:27]=[CH:26][CH:25]=1)(=[O:13])[CH2:2][CH2:3][CH2:4][CH2:5][CH2:6][CH2:7][CH2:8][CH2:9][CH2:10][CH2:11][CH3:12].Cl.[NH2:50][C:51]1([CH2:54][OH:55])[CH2:53][CH2:52]1.CCN(C(C)C)C(C)C.CN(C(ON1N=NC2C=CC=CC1=2)=[N+](C)C)C.F[P-](F)(F)(F)(F)F, predict the reaction product. The product is: [C:1]([NH:14][C@H:15]([CH2:34][NH:35][C:36](=[O:48])[CH2:37][CH2:38][CH2:39][CH2:40][CH2:41][CH2:42][CH2:43][CH2:44][CH2:45][CH2:46][CH3:47])[CH2:16][S:17][CH2:18][C@H:19]([NH:20][C:21](=[O:30])[O:22][CH2:23][C:24]1[CH:25]=[CH:26][CH:27]=[CH:28][CH:29]=1)[C:31]([NH:50][C:51]1([CH2:54][OH:55])[CH2:53][CH2:52]1)=[O:33])(=[O:13])[CH2:2][CH2:3][CH2:4][CH2:5][CH2:6][CH2:7][CH2:8][CH2:9][CH2:10][CH2:11][CH3:12]. (3) Given the reactants Cl.[CH3:2][C:3]1([CH3:13])[C@@H:8]2[C@H:4]1[C@@H:5]([C:9]([O:11][CH3:12])=[O:10])[NH:6][CH2:7]2.C(=O)([O-])[O-].[Na+].[Na+].O.[F:21][C:22]1[CH:27]=[CH:26][C:25]([S:28](Cl)(=[O:30])=[O:29])=[CH:24][CH:23]=1, predict the reaction product. The product is: [F:21][C:22]1[CH:27]=[CH:26][C:25]([S:28]([N:6]2[CH2:7][C@H:8]3[C@H:4]([C:3]3([CH3:13])[CH3:2])[C@H:5]2[C:9]([O:11][CH3:12])=[O:10])(=[O:30])=[O:29])=[CH:24][CH:23]=1. (4) Given the reactants [CH3:1][N:2]1[C:6]([C:7]2[C:16]3[C:11](=[CH:12][CH:13]=[CH:14][CH:15]=3)[C:10]([N:17]3[CH2:22][CH2:21][CH:20]([NH2:23])[CH2:19][CH2:18]3)=[N:9][N:8]=2)=[CH:5][CH:4]=[N:3]1.[F:24][C:25]1[C:30]([CH:31]=O)=[CH:29][CH:28]=[C:27]([F:33])[N:26]=1.C(O[BH-](OC(=O)C)OC(=O)C)(=O)C.[Na+], predict the reaction product. The product is: [F:24][C:25]1[C:30]([CH2:31][NH:23][CH:20]2[CH2:21][CH2:22][N:17]([C:10]3[C:11]4[C:16](=[CH:15][CH:14]=[CH:13][CH:12]=4)[C:7]([C:6]4[N:2]([CH3:1])[N:3]=[CH:4][CH:5]=4)=[N:8][N:9]=3)[CH2:18][CH2:19]2)=[CH:29][CH:28]=[C:27]([F:33])[N:26]=1. (5) Given the reactants [C:1]([C:4]1[C:5](=[O:15])[O:6][C:7]2[C:12]([CH:13]=1)=[CH:11][CH:10]=[C:9]([F:14])[CH:8]=2)(=[O:3])[CH3:2].[Br:16]Br, predict the reaction product. The product is: [Br:16][CH2:2][C:1]([C:4]1[C:5](=[O:15])[O:6][C:7]2[C:12]([CH:13]=1)=[CH:11][CH:10]=[C:9]([F:14])[CH:8]=2)=[O:3].